From a dataset of Full USPTO retrosynthesis dataset with 1.9M reactions from patents (1976-2016). Predict the reactants needed to synthesize the given product. (1) Given the product [CH3:12][C:8]1[C:7]2[O:13][CH2:2][C:3](=[O:4])[NH:5][C:6]=2[CH:11]=[CH:10][CH:9]=1, predict the reactants needed to synthesize it. The reactants are: Cl[CH2:2][C:3]([NH:5][C:6]1[CH:11]=[CH:10][CH:9]=[C:8]([CH3:12])[C:7]=1[OH:13])=[O:4].C(=O)([O-])[O-].[K+].[K+].[I-].[Na+].O. (2) Given the product [C:23]1([N:22]2[C:18]([C:10]3[C:11](=[O:17])[C:12]4[O:16][CH:15]=[CH:14][C:13]=4[N:8]([C:5]4[CH:6]=[CH:7][CH:2]=[C:3]([O:29][C:30]([F:33])([F:32])[F:31])[CH:4]=4)[N:9]=3)=[CH:19][CH:20]=[N:21]2)[CH:24]=[CH:25][CH:26]=[CH:27][CH:28]=1, predict the reactants needed to synthesize it. The reactants are: I[C:2]1[CH:7]=[CH:6][C:5]([N:8]2[C:13]3[CH:14]=[CH:15][O:16][C:12]=3[C:11](=[O:17])[C:10]([C:18]3[N:22]([C:23]4[CH:28]=[CH:27][CH:26]=[CH:25][CH:24]=4)[N:21]=[CH:20][CH:19]=3)=[N:9]2)=[CH:4][C:3]=1[O:29][C:30]([F:33])([F:32])[F:31].N1C=CC=N1.C(=O)([O-])[O-].[Cs+].[Cs+].O. (3) Given the product [CH3:14][C:10]1[N:9]([C:6]2[CH:7]=[CH:8][C:3]([OH:2])=[CH:4][CH:5]=2)[CH:13]=[CH:12][N:11]=1, predict the reactants needed to synthesize it. The reactants are: C[O:2][C:3]1[CH:8]=[CH:7][C:6]([N:9]2[CH:13]=[CH:12][N:11]=[C:10]2[CH3:14])=[CH:5][CH:4]=1.Br. (4) Given the product [CH2:12]([C:7]1([CH2:14][CH3:15])[C:6]2[CH:16]=[C:2](/[C:25](/[CH:24]([CH3:30])[CH3:23])=[CH:26]/[C:27]([NH2:29])=[O:28])[CH:3]=[CH:4][C:5]=2[NH:10][C:9](=[O:11])[O:8]1)[CH3:13], predict the reactants needed to synthesize it. The reactants are: Br[C:2]1[CH:3]=[CH:4][C:5]2[NH:10][C:9](=[O:11])[O:8][C:7]([CH2:14][CH3:15])([CH2:12][CH3:13])[C:6]=2[CH:16]=1.C(N)(=O)/C=C/C.[CH3:23][CH:24]([CH3:30])/[CH:25]=[CH:26]/[C:27]([NH2:29])=[O:28].